This data is from Reaction yield outcomes from USPTO patents with 853,638 reactions. The task is: Predict the reaction yield, written as a fraction of the theoretical maximum amount of product (1.0 means a 100% yield; for example, 0.34 means a 34% yield). (1) The reactants are [OH:1][C:2]1[C:11]2[C:6](=[C:7]([CH3:14])[C:8]([O:12][CH3:13])=[CH:9][CH:10]=2)[N:5]=[CH:4][C:3]=1C(OCC)=O.Cl. The catalyst is [OH-].[Na+]. The product is [OH:1][C:2]1[C:11]2[C:6](=[C:7]([CH3:14])[C:8]([O:12][CH3:13])=[CH:9][CH:10]=2)[N:5]=[CH:4][CH:3]=1. The yield is 0.960. (2) The reactants are [CH3:1][N:2]1[C:10]2([CH2:15][CH2:14][N:13]([C:16]([O:18][C:19]([CH3:22])([CH3:21])[CH3:20])=[O:17])[CH2:12][CH2:11]2)[C:6]2=[CH:7][CH:8]=[CH:9][N:5]2[CH2:4][CH2:3]1.C(=O)([O-])[O-].[K+].[K+].[F:29][C:30]([F:36])([F:35])S([O-])(=O)=O.FC(F)(F)[S+]1C2C=CC=CC=2C2C=CC=CC1=2. The catalyst is C(#N)C. The product is [CH3:1][N:2]1[C:10]2([CH2:11][CH2:12][N:13]([C:16]([O:18][C:19]([CH3:22])([CH3:21])[CH3:20])=[O:17])[CH2:14][CH2:15]2)[C:6]2=[CH:7][CH:8]=[C:9]([C:30]([F:36])([F:35])[F:29])[N:5]2[CH2:4][CH2:3]1. The yield is 0.660. (3) No catalyst specified. The yield is 0.870. The reactants are [CH3:1][O:2][C:3]1[CH:4]=[CH:5][C:6]2[C:11](=[O:12])[N:10]([CH2:13][C:14]([OH:16])=O)[N:9]=[N:8][C:7]=2[CH:17]=1.[F:18][C:19]([F:30])([F:29])[C:20]1[CH:25]=[CH:24][C:23]([C@@H:26]([NH2:28])[CH3:27])=[CH:22][CH:21]=1. The product is [CH3:1][O:2][C:3]1[CH:4]=[CH:5][C:6]2[C:11](=[O:12])[N:10]([CH2:13][C:14]([NH:28][C@H:26]([C:23]3[CH:22]=[CH:21][C:20]([C:19]([F:18])([F:29])[F:30])=[CH:25][CH:24]=3)[CH3:27])=[O:16])[N:9]=[N:8][C:7]=2[CH:17]=1. (4) The reactants are [Cl:1][C:2]1[C:3]([NH:27][C:28]2[CH:33]=[CH:32][CH:31]=[CH:30][C:29]=2[S:34]([CH:37]([CH3:39])[CH3:38])(=[O:36])=[O:35])=[N:4][C:5]([NH:8][C:9]2[CH:14]=[C:13]([N+:15]([O-])=O)[C:12]([CH:18]3[CH2:23][CH2:22][N:21]([CH3:24])[CH2:20][CH2:19]3)=[CH:11][C:10]=2[O:25][CH3:26])=[N:6][CH:7]=1. The catalyst is C(OCC)(=O)C.O=[Pt]=O. The product is [NH2:15][C:13]1[C:12]([CH:18]2[CH2:19][CH2:20][N:21]([CH3:24])[CH2:22][CH2:23]2)=[CH:11][C:10]([O:25][CH3:26])=[C:9]([NH:8][C:5]2[N:4]=[C:3]([NH:27][C:28]3[CH:33]=[CH:32][CH:31]=[CH:30][C:29]=3[S:34]([CH:37]([CH3:39])[CH3:38])(=[O:35])=[O:36])[C:2]([Cl:1])=[CH:7][N:6]=2)[CH:14]=1. The yield is 0.320. (5) The reactants are [OH:1][C:2]1[CH:9]=[C:8]([OH:10])[CH:7]=[CH:6][C:3]=1[CH:4]=[O:5].[O:11]1[CH:16]=[CH:15][CH2:14][CH2:13][CH2:12]1. The catalyst is ClCCl. The product is [OH:1][C:2]1[CH:9]=[C:8]([O:10][CH:12]2[CH2:13][CH2:14][CH2:15][CH2:16][O:11]2)[CH:7]=[CH:6][C:3]=1[CH:4]=[O:5]. The yield is 0.620.